Dataset: Full USPTO retrosynthesis dataset with 1.9M reactions from patents (1976-2016). Task: Predict the reactants needed to synthesize the given product. (1) Given the product [CH3:24][C:25]1([CH3:37])[O:29][C@H:28]([CH2:30][N:31]2[CH:35]=[CH:34][C:33]([NH:36][C:11](=[O:13])[C@@H:10]([N:8]3[CH2:9][C:5]([O:4][C:3]4[CH:19]=[CH:20][CH:21]=[C:22]([CH3:23])[C:2]=4[F:1])=[CH:6][C:7]3=[O:18])[CH2:14][CH:15]([CH3:17])[CH3:16])=[N:32]2)[CH2:27][O:26]1, predict the reactants needed to synthesize it. The reactants are: [F:1][C:2]1[C:22]([CH3:23])=[CH:21][CH:20]=[CH:19][C:3]=1[O:4][C:5]1[CH2:9][N:8]([C@@H:10]([CH2:14][CH:15]([CH3:17])[CH3:16])[C:11]([OH:13])=O)[C:7](=[O:18])[CH:6]=1.[CH3:24][C:25]1([CH3:37])[O:29][C@H:28]([CH2:30][N:31]2[CH:35]=[CH:34][C:33]([NH2:36])=[N:32]2)[CH2:27][O:26]1.F[P-](F)(F)(F)(F)F.N1(O[P+](N(C)C)(N(C)C)N(C)C)C2C=CC=CC=2N=N1.C(N(CC)CC)C. (2) Given the product [OH:1][C:2]1[CH:10]=[CH:9][C:5]([C:6]([Cl:16])=[O:7])=[CH:4][C:3]=1[N+:11]([O-:13])=[O:12], predict the reactants needed to synthesize it. The reactants are: [OH:1][C:2]1[CH:10]=[CH:9][C:5]([C:6](O)=[O:7])=[CH:4][C:3]=1[N+:11]([O-:13])=[O:12].S(Cl)([Cl:16])=O.